From a dataset of Full USPTO retrosynthesis dataset with 1.9M reactions from patents (1976-2016). Predict the reactants needed to synthesize the given product. Given the product [NH2:13][C:12]1[O:33][C:32]2[N:28]([C:22]3[CH:23]=[CH:24][CH:25]=[CH:26][CH:27]=3)[N:29]=[C:30]([C:34]3[CH:35]=[CH:36][CH:37]=[CH:38][CH:39]=3)[C:31]=2[CH:6]([C:5]2[CH:8]=[CH:9][C:2]([F:1])=[CH:3][CH:4]=2)[C:11]=1[C:10]#[N:14], predict the reactants needed to synthesize it. The reactants are: [F:1][C:2]1[CH:9]=[CH:8][C:5]([CH:6]=O)=[CH:4][CH:3]=1.[C:10](#[N:14])[CH2:11][C:12]#[N:13].C(N(CC)CC)C.[C:22]1([N:28]2[C:32](=[O:33])[CH2:31][C:30]([C:34]3[CH:39]=[CH:38][CH:37]=[CH:36][CH:35]=3)=[N:29]2)[CH:27]=[CH:26][CH:25]=[CH:24][CH:23]=1.